This data is from Forward reaction prediction with 1.9M reactions from USPTO patents (1976-2016). The task is: Predict the product of the given reaction. (1) Given the reactants [C:1]([C:4]1[C:22](=[O:23])[C@@:8]2([CH3:24])[C:9]3[C:15]([OH:16])=[CH:14][C:13]([O:17][CH3:18])=[C:12]([C:19]([NH2:21])=[O:20])[C:10]=3[O:11][C:7]2=[CH:6][C:5]=1[OH:25])(=[O:3])[CH3:2].[CH2:26]([O:30][C:31]1[C:40]2[C:35](=[CH:36][CH:37]=[CH:38][CH:39]=2)[C:34]([CH:41]=O)=[CH:33][CH:32]=1)[CH2:27][CH2:28][CH3:29].C([SiH](CC)CC)C.FC(F)(F)C(O)=O, predict the reaction product. The product is: [C:1]([C:4]1[C:22](=[O:23])[C@@:8]2([CH3:24])[C:9]3[C:15]([OH:16])=[CH:14][C:13]([O:17][CH3:18])=[C:12]([C:19]([NH:21][CH2:41][C:34]4[C:35]5[C:40](=[CH:39][CH:38]=[CH:37][CH:36]=5)[C:31]([O:30][CH2:26][CH2:27][CH2:28][CH3:29])=[CH:32][CH:33]=4)=[O:20])[C:10]=3[O:11][C:7]2=[CH:6][C:5]=1[OH:25])(=[O:3])[CH3:2]. (2) Given the reactants [CH3:1][C:2]1[C:6]([CH3:7])=[C:5]([NH:8][C:9](=[O:16])OCC(Cl)(Cl)Cl)[O:4][N:3]=1.[F:17][C:18]1[CH:23]=[C:22]([F:24])[CH:21]=[CH:20][C:19]=1[C:25]1[N:30]=[C:29]([N:31]2[CH2:36][CH2:35][NH:34][CH2:33][CH2:32]2)[CH:28]=[CH:27][CH:26]=1, predict the reaction product. The product is: [F:17][C:18]1[CH:23]=[C:22]([F:24])[CH:21]=[CH:20][C:19]=1[C:25]1[N:30]=[C:29]([N:31]2[CH2:32][CH2:33][N:34]([C:9]([NH:8][C:5]3[O:4][N:3]=[C:2]([CH3:1])[C:6]=3[CH3:7])=[O:16])[CH2:35][CH2:36]2)[CH:28]=[CH:27][CH:26]=1. (3) The product is: [CH3:11][C:9]1([CH3:12])[CH2:10][C:6](=[O:5])[CH2:7][C:8]1=[O:13]. Given the reactants C([O:5][C:6]1[CH2:10][C:9]([CH3:12])([CH3:11])[C:8](=[O:13])[CH:7]=1)C(C)C.Cl, predict the reaction product. (4) The product is: [CH3:1][C:2]1[N:3]([C:8]2[CH:12]=[C:11]([CH2:21][C:20]([OH:17])=[O:22])[N:10]([CH3:16])[N:9]=2)[C:4]([CH3:7])=[CH:5][CH:6]=1. Given the reactants [CH3:1][C:2]1[N:3]([C:8]2[CH:12]=[C:11](CC#N)[N:10]([CH3:16])[N:9]=2)[C:4]([CH3:7])=[CH:5][CH:6]=1.[OH-:17].[Na+].Cl.[CH2:20]([OH:22])[CH3:21], predict the reaction product.